From a dataset of Reaction yield outcomes from USPTO patents with 853,638 reactions. Predict the reaction yield, written as a fraction of the theoretical maximum amount of product (1.0 means a 100% yield; for example, 0.34 means a 34% yield). (1) The reactants are C[O:2][C:3](=[O:25])[CH2:4][C:5](=[O:24])[CH2:6][C:7]([CH:19]1[CH2:23][CH2:22][CH2:21][CH2:20]1)(O)[CH2:8][CH2:9][NH:10][C:11]([O:13][C:14]([CH3:17])([CH3:16])[CH3:15])=[O:12].[OH-].[Na+].C(O)(=O)C. The catalyst is CO. The product is [C:14]([O:13][C:11](=[O:12])[NH:10][CH2:9][CH2:8][C:7]1([CH:19]2[CH2:20][CH2:21][CH2:22][CH2:23]2)[CH2:6][C:5](=[O:24])[CH2:4][C:3](=[O:2])[O:25]1)([CH3:15])([CH3:16])[CH3:17]. The yield is 0.860. (2) The reactants are [C:1]([N:5]1[C:9](=[O:10])[CH2:8][CH:7]([C:11]2[CH:16]=[CH:15][C:14]([CH:17](Br)Br)=[CH:13][C:12]=2[F:20])[S:6]1(=[O:22])=[O:21])([CH3:4])([CH3:3])[CH3:2].C([OH:25])C. The catalyst is O.[N+]([O-])([O-])=O.[Ag+]. The product is [C:1]([N:5]1[C:9](=[O:10])[CH2:8][CH:7]([C:11]2[CH:16]=[CH:15][C:14]([CH:17]=[O:25])=[CH:13][C:12]=2[F:20])[S:6]1(=[O:22])=[O:21])([CH3:4])([CH3:3])[CH3:2]. The yield is 0.830. (3) The reactants are [CH3:1][N:2]([CH3:30])[C:3]1[CH:8]=[CH:7][C:6]([C:9]2[NH:14][C:13](=[O:15])[C:12]([C:16]([O:18]CC3C=CC=CC=3)=[O:17])=[C:11]([OH:26])[C:10]=2[CH2:27][CH2:28][OH:29])=[CH:5][CH:4]=1. The catalyst is C1COCC1.CO.[Pd]. The product is [CH3:30][N:2]([CH3:1])[C:3]1[CH:4]=[CH:5][C:6]([C:9]2[NH:14][C:13](=[O:15])[C:12]([C:16]([OH:18])=[O:17])=[C:11]([OH:26])[C:10]=2[CH2:27][CH2:28][OH:29])=[CH:7][CH:8]=1. The yield is 0.810. (4) The reactants are [C:1]([O:5][C:6]([N:8]1[CH2:11][CH:10]([C:12](=O)[C:13]2[CH:18]=[CH:17][CH:16]=[CH:15][C:14]=2[O:19][CH3:20])[CH2:9]1)=[O:7])([CH3:4])([CH3:3])[CH3:2].[BH4-].[Na+].C(=O)(O)[O-].[Na+].CCOC(C)=O. The catalyst is CO. The product is [C:1]([O:5][C:6]([N:8]1[CH2:11][CH:10]([CH2:12][C:13]2[CH:18]=[CH:17][CH:16]=[CH:15][C:14]=2[O:19][CH3:20])[CH2:9]1)=[O:7])([CH3:3])([CH3:4])[CH3:2]. The yield is 0.190.